Dataset: Forward reaction prediction with 1.9M reactions from USPTO patents (1976-2016). Task: Predict the product of the given reaction. Given the reactants Br[C:2]1[C:7]([F:8])=[CH:6][C:5]([NH:9][C:10](=[O:12])[CH3:11])=[C:4]([CH2:13][CH3:14])[CH:3]=1.[C:15]([Cu])#[N:16], predict the reaction product. The product is: [C:15]([C:2]1[C:7]([F:8])=[CH:6][C:5]([NH:9][C:10](=[O:12])[CH3:11])=[C:4]([CH2:13][CH3:14])[CH:3]=1)#[N:16].